This data is from Full USPTO retrosynthesis dataset with 1.9M reactions from patents (1976-2016). The task is: Predict the reactants needed to synthesize the given product. (1) Given the product [CH3:20][O:19][C:16]([CH3:18])([CH3:17])[CH2:15][NH:8][C:9]1[CH:14]=[CH:13][CH:12]=[CH:11][CH:10]=1, predict the reactants needed to synthesize it. The reactants are: C([N:8]([CH2:15][C:16]([O:19][CH3:20])([CH3:18])[CH3:17])[C:9]1[CH:14]=[CH:13][CH:12]=[CH:11][CH:10]=1)C1C=CC=CC=1. (2) Given the product [ClH:69].[C:43]1([C:49]2[C:58]([CH2:59][C:60]3[CH:61]=[CH:62][N:63]=[CH:64][CH:65]=3)=[C:57]([C:66]([OH:68])=[O:67])[C:56]3[C:51](=[CH:52][CH:53]=[CH:54][CH:55]=3)[N:50]=2)[CH:44]=[CH:45][CH:46]=[CH:47][CH:48]=1, predict the reactants needed to synthesize it. The reactants are: C1(C2C(CC3C=CN=CC=3)=C(C(N[C@H](C3C=CC=CC=3)CC)=O)C3C(=CC=CC=3)N=2)C=CC=CC=1.FC(F)(F)C(O)=O.[C:43]1([C:49]2[C:58]([CH2:59][C:60]3[CH:65]=[CH:64][N:63]=[CH:62][CH:61]=3)=[C:57]([C:66]([OH:68])=[O:67])[C:56]3[C:51](=[CH:52][CH:53]=[CH:54][CH:55]=3)[N:50]=2)[CH:48]=[CH:47][CH:46]=[CH:45][CH:44]=1.[ClH:69]. (3) Given the product [CH2:1]([O:3][C:4]1[CH:5]=[C:6]([N:10]2[CH:14]=[C:13]([C:15]([OH:17])=[O:16])[N:12]=[C:11]2[C:20]2[CH:21]=[CH:22][C:23]([F:26])=[CH:24][CH:25]=2)[CH:7]=[CH:8][CH:9]=1)[CH3:2], predict the reactants needed to synthesize it. The reactants are: [CH2:1]([O:3][C:4]1[CH:5]=[C:6]([N:10]2[CH:14]=[C:13]([C:15]([O:17]CC)=[O:16])[N:12]=[C:11]2[C:20]2[CH:25]=[CH:24][C:23]([F:26])=[CH:22][CH:21]=2)[CH:7]=[CH:8][CH:9]=1)[CH3:2].[OH-].[Na+].Cl. (4) Given the product [Br:1][C:2]1[CH:3]=[C:4]2[C:5]3([CH:14]=[C:18]([F:20])[C:17](=[O:21])[NH:16]3)[C:6]([CH3:13])([CH3:12])[CH2:7][O:8][C:9]2=[CH:10][CH:11]=1, predict the reactants needed to synthesize it. The reactants are: [Br:1][C:2]1[CH:3]=[C:4]2[C:9](=[CH:10][CH:11]=1)[O:8][CH2:7][C:6]([CH3:13])([CH3:12])[C:5]2([NH:16][C:17](=[O:21])[C:18]([F:20])=C)[CH:14]=C. (5) Given the product [Cl:3][C:4]1[CH:9]=[CH:8][C:7]([C:10]2[CH:15]=[CH:14][C:13]([O:16][C:17]([F:20])([F:19])[F:18])=[C:12]([CH2:21][NH:22][C@H:23]3[CH2:28][CH2:27][N:26]([C:37](=[O:38])[CH2:36][OH:39])[CH2:25][C@H:24]3[C:29]3[CH:34]=[CH:33][CH:32]=[CH:31][CH:30]=3)[CH:11]=2)=[C:6]([F:35])[CH:5]=1, predict the reactants needed to synthesize it. The reactants are: Cl.Cl.[Cl:3][C:4]1[CH:9]=[CH:8][C:7]([C:10]2[CH:15]=[CH:14][C:13]([O:16][C:17]([F:20])([F:19])[F:18])=[C:12]([CH2:21][NH:22][C@H:23]3[CH2:28][CH2:27][NH:26][CH2:25][C@H:24]3[C:29]3[CH:34]=[CH:33][CH:32]=[CH:31][CH:30]=3)[CH:11]=2)=[C:6]([F:35])[CH:5]=1.[C:36](O)(=[O:39])[CH2:37][OH:38]. (6) Given the product [ClH:48].[OH:40][C:21]1[C:22]([CH3:39])=[C:23]([C:25]2[CH:33]=[CH:32][C:31]3[N:30]4[CH2:34][CH:35]([NH:37][CH3:38])[CH2:36][C:29]4=[CH:28][C:27]=3[CH:26]=2)[NH:24][C:9](=[O:8])[C:10]=1[C:11]([OH:13])=[O:12], predict the reactants needed to synthesize it. The reactants are: C([O:8][C:9]1[N:24]=[C:23]([C:25]2[CH:33]=[CH:32][C:31]3[N:30]4[CH2:34][CH:35]([NH:37][CH3:38])[CH2:36][C:29]4=[CH:28][C:27]=3[CH:26]=2)[C:22]([CH3:39])=[C:21]([O:40]CC2C=CC=CC=2)[C:10]=1[C:11]([O:13]CC1C=CC=CC=1)=[O:12])C1C=CC=CC=1.[ClH:48]. (7) Given the product [Br:1][C:2]1[CH:3]=[CH:4][C:5]2[O:11][CH2:10][CH:9]3[CH2:12][N:13]([C:16]([O:18][C:19]([CH3:21])([CH3:20])[CH3:22])=[O:17])[CH2:14][CH2:15][N:8]3[CH2:7][C:6]=2[CH:24]=1, predict the reactants needed to synthesize it. The reactants are: [Br:1][C:2]1[CH:3]=[CH:4][C:5]2[O:11][CH2:10][CH:9]3[CH2:12][N:13]([C:16]([O:18][C:19]([CH3:22])([CH3:21])[CH3:20])=[O:17])[CH2:14][CH2:15][N:8]3[C:7](=O)[C:6]=2[CH:24]=1.B.O1CCCC1.CO.[OH-].[Na+]. (8) Given the product [C:14]([CH2:16][C:17]1[NH:13][C:12]2[CH:11]=[CH:10][C:4]([C:5]([O:7][CH2:8][CH3:9])=[O:6])=[CH:3][C:2]=2[N:1]=1)#[N:15], predict the reactants needed to synthesize it. The reactants are: [NH2:1][C:2]1[CH:3]=[C:4]([CH:10]=[CH:11][C:12]=1[NH2:13])[C:5]([O:7][CH2:8][CH3:9])=[O:6].[C:14]([CH2:16][C:17](O)=O)#[N:15].Cl.C(N=C=NCCCN(CC)CC)C.ON1C2C=CC=CC=2N=N1. (9) The reactants are: O=[C:2]1[CH2:6][CH2:5][C@@H:4]([C:7]2[CH:12]=[CH:11][C:10]([CH2:13][C:14]([O:16][CH2:17][CH3:18])=[O:15])=[CH:9][CH:8]=2)[CH2:3]1.Cl.[F:20][C:21]1[CH:26]=[CH:25][C:24]([C@H:27]([NH2:29])[CH3:28])=[CH:23][C:22]=1[O:30][CH3:31].[BH-](OC(C)=O)(OC(C)=O)OC(C)=O.[Na+]. Given the product [F:20][C:21]1[CH:26]=[CH:25][C:24]([C@H:27]([NH:29][C@H:2]2[CH2:6][CH2:5][C@@H:4]([C:7]3[CH:12]=[CH:11][C:10]([CH2:13][C:14]([O:16][CH2:17][CH3:18])=[O:15])=[CH:9][CH:8]=3)[CH2:3]2)[CH3:28])=[CH:23][C:22]=1[O:30][CH3:31], predict the reactants needed to synthesize it.